This data is from Full USPTO retrosynthesis dataset with 1.9M reactions from patents (1976-2016). The task is: Predict the reactants needed to synthesize the given product. (1) Given the product [F:21][C:18]1[CH:19]=[CH:20][C:15]([C:14]2[NH:13][N:12]=[CH:11][C:10]=2[C:8]2[CH:7]=[CH:6][N:5]=[C:4]([NH:31][C:27]3[CH:28]=[CH:29][CH:30]=[C:25]([C:24]([O:23][CH3:22])=[O:32])[CH:26]=3)[N:9]=2)=[CH:16][CH:17]=1, predict the reactants needed to synthesize it. The reactants are: CS([C:4]1[N:9]=[C:8]([C:10]2[CH:11]=[N:12][NH:13][C:14]=2[C:15]2[CH:20]=[CH:19][C:18]([F:21])=[CH:17][CH:16]=2)[CH:7]=[CH:6][N:5]=1)=O.[CH3:22][O:23][C:24](=[O:32])[C:25]1[CH:30]=[CH:29][CH:28]=[C:27]([NH2:31])[CH:26]=1. (2) Given the product [CH:1]1([N:6]2[C:15]3[N:14]=[C:13]([NH:16][C:17]4[CH:18]=[CH:19][C:20]([C:28]([NH:35][CH2:36][C@@H:37]([OH:46])[CH2:38][N:39]5[CH2:40][CH2:41][N:42]([CH3:45])[CH2:43][CH2:44]5)=[O:30])=[C:21]5[C:25]=4[O:24][C:23]([CH3:26])([CH3:27])[CH2:22]5)[N:12]=[CH:11][C:10]=3[N:9]([CH3:31])[C:8](=[O:32])[C@H:7]2[CH2:33][CH3:34])[CH2:2][CH2:3][CH2:4][CH2:5]1, predict the reactants needed to synthesize it. The reactants are: [CH:1]1([N:6]2[C:15]3[N:14]=[C:13]([NH:16][C:17]4[CH:18]=[CH:19][C:20]([C:28]([OH:30])=O)=[C:21]5[C:25]=4[O:24][C:23]([CH3:27])([CH3:26])[CH2:22]5)[N:12]=[CH:11][C:10]=3[N:9]([CH3:31])[C:8](=[O:32])[C@H:7]2[CH2:33][CH3:34])[CH2:5][CH2:4][CH2:3][CH2:2]1.[NH2:35][CH2:36][C@@H:37]([OH:46])[CH2:38][N:39]1[CH2:44][CH2:43][N:42]([CH3:45])[CH2:41][CH2:40]1.F[B-](F)(F)F.N1(OC(N(C)C)=[N+](C)C)C2C=CC=CC=2N=N1.C(N(C(C)C)CC)(C)C.C(=O)(O)[O-].[Na+]. (3) Given the product [CH:2]1([CH2:5][O:6][C:7]2[CH:12]=[C:11]([O:13][CH3:14])[CH:10]=[CH:9][C:8]=2[C:15]2[C:16]3[NH:23][C:22]([CH3:24])=[C:21]([C:25]([NH:27][CH:28]4[CH2:29][CH2:30][N:31]([C:34](=[O:37])[CH2:35][CH3:36])[CH2:32][CH2:33]4)=[O:26])[C:17]=3[N:18]=[CH:19][N:20]=2)[CH2:4][CH2:3]1, predict the reactants needed to synthesize it. The reactants are: Cl.[CH:2]1([CH2:5][O:6][C:7]2[CH:12]=[C:11]([O:13][CH3:14])[CH:10]=[CH:9][C:8]=2[C:15]2[C:16]3[NH:23][C:22]([CH3:24])=[C:21]([C:25]([NH:27][CH:28]4[CH2:33][CH2:32][NH:31][CH2:30][CH2:29]4)=[O:26])[C:17]=3[N:18]=[CH:19][N:20]=2)[CH2:4][CH2:3]1.[C:34](Cl)(=[O:37])[CH2:35][CH3:36]. (4) Given the product [N:1]([C@@H:4]1[C@@H:94]([CH3:95])[O:93][C@H:7]([O:8][C@H:9]2[O:88][C@H:87]([CH3:89])[C@@H:86]([N:90]=[N+:91]=[N-:92])[C@H:77]([O:78][CH2:79][C:80]3[CH:81]=[CH:82][CH:83]=[CH:84][CH:85]=3)[C@@H:10]2[O:11][C@H:12]2[O:72][C@H:71]([CH3:73])[C@@H:70]([N:74]=[N+:75]=[N-:76])[C@H:18]([O:19][C@H:20]3[O:65][C@H:64]([CH3:66])[C@@H:63]([N:67]=[N+:68]=[N-:69])[C@H:54]([O:55][CH2:56][C:57]4[CH:58]=[CH:59][CH:60]=[CH:61][CH:62]=4)[C@@H:21]3[O:22][C@@:23]3([CH2:45][CH2:46][CH2:47][CH2:48][CH2:49][C:50]([O:52][CH3:53])=[O:51])[O:40][C@H:39]([CH3:41])[C@@H:38]([N:42]=[N+:43]=[N-:44])[C@H:29]([O:30][CH2:31][C:32]4[CH:37]=[CH:36][CH:35]=[CH:34][CH:33]=4)[C@@H:24]3[OH:25])[C@@H:13]2[OH:14])[C@@H:6]([OH:96])[C@H:5]1[O:97][CH2:98][C:99]1[CH:100]=[CH:101][CH:102]=[CH:103][CH:104]=1)=[N+:2]=[N-:3], predict the reactants needed to synthesize it. The reactants are: [N:1]([C@@H:4]1[C@@H:94]([CH3:95])[O:93][C@H:7]([O:8][C@H:9]2[O:88][C@H:87]([CH3:89])[C@@H:86]([N:90]=[N+:91]=[N-:92])[C@H:77]([O:78][CH2:79][C:80]3[CH:85]=[CH:84][CH:83]=[CH:82][CH:81]=3)[C@@H:10]2[O:11][C@H:12]2[O:72][C@H:71]([CH3:73])[C@@H:70]([N:74]=[N+:75]=[N-:76])[C@H:18]([O:19][C@H:20]3[O:65][C@H:64]([CH3:66])[C@@H:63]([N:67]=[N+:68]=[N-:69])[C@H:54]([O:55][CH2:56][C:57]4[CH:62]=[CH:61][CH:60]=[CH:59][CH:58]=4)[C@@H:21]3[O:22][C@@:23]3([CH2:45][CH2:46][CH2:47][CH2:48][CH2:49][C:50]([O:52][CH3:53])=[O:51])[O:40][C@H:39]([CH3:41])[C@@H:38]([N:42]=[N+:43]=[N-:44])[C@H:29]([O:30][CH2:31][C:32]4[CH:37]=[CH:36][CH:35]=[CH:34][CH:33]=4)[C@@H:24]3[O:25]C(=O)C)[C@@H:13]2[O:14]C(=O)C)[C@@H:6]([OH:96])[C@H:5]1[O:97][CH2:98][C:99]1[CH:104]=[CH:103][CH:102]=[CH:101][CH:100]=1)=[N+:2]=[N-:3].C[O-].[Na+]. (5) Given the product [C:1]([O:4][CH:5]1[CH2:16][CH2:15][CH2:14][CH2:13][CH2:12][CH2:11][CH:10]([O:17][C@H:23]2[C@H:22]([O:21][C:18](=[O:20])[CH3:19])[C@@H:27]([N:28]([CH3:29])[CH3:30])[CH2:26][C@@H:25]([CH3:31])[O:24]2)[CH2:9][CH2:8][CH2:7][CH2:6]1)(=[O:3])[CH3:2], predict the reactants needed to synthesize it. The reactants are: [C:1]([O:4][CH:5]1[CH2:16][CH2:15][CH2:14][CH2:13][CH2:12][CH2:11][CH:10]([OH:17])[CH2:9][CH2:8][CH2:7][CH2:6]1)(=[O:3])[CH3:2].[C:18]([O:21][CH:22]1[CH:27]([N:28]([CH3:30])[CH3:29])[CH2:26][CH:25]([CH3:31])[O:24][CH:23]1F)(=[O:20])[CH3:19].B(F)(F)F.CCOCC. (6) Given the product [Br:32][CH2:10][CH2:9][CH2:8][C:5]1[CH:6]=[CH:7][C:2]([Cl:1])=[CH:3][CH:4]=1, predict the reactants needed to synthesize it. The reactants are: [Cl:1][C:2]1[CH:7]=[CH:6][C:5]([CH2:8][CH2:9][CH2:10]O)=[CH:4][CH:3]=1.C1(P(C2C=CC=CC=2)C2C=CC=CC=2)C=CC=CC=1.C(Br)(Br)(Br)[Br:32].